Dataset: Forward reaction prediction with 1.9M reactions from USPTO patents (1976-2016). Task: Predict the product of the given reaction. (1) Given the reactants [Co:1]([Cl:3])[Cl:2].C1N2CN3CN(C2)CN1C3.[OH-:14].[Na+:15].[OH-].[Co+2:17].[OH-], predict the reaction product. The product is: [Co:1]([Cl:3])[Cl:2].[OH-:14].[Na+:15].[O-2:14].[O-2:14].[O-2:14].[O-2:14].[Co+2:17].[Co+3:1].[Co+3:1]. (2) Given the reactants [CH3:1][C:2]1[CH:3]=[C:4]([CH:7]=[CH:8][C:9]=1[CH:10]=C)[C:5]#[N:6].[O:12]=[O+][O-].[BH4-].[Na+].O, predict the reaction product. The product is: [OH:12][CH2:10][C:9]1[CH:8]=[CH:7][C:4]([C:5]#[N:6])=[CH:3][C:2]=1[CH3:1].